Dataset: Retrosynthesis with 50K atom-mapped reactions and 10 reaction types from USPTO. Task: Predict the reactants needed to synthesize the given product. (1) Given the product O=C1CN(c2nccnc2[N+](=O)[O-])CCN1, predict the reactants needed to synthesize it. The reactants are: O=C1CNCCN1.O=[N+]([O-])c1nccnc1Cl. (2) Given the product Cc1cccc(NC(=O)N2CCC(=O)c3ccccc3N(CC(=O)N3CCCC3)C(=O)C2)c1, predict the reactants needed to synthesize it. The reactants are: C1CCNC1.Cc1cccc(NC(=O)N2CCC(=O)c3ccccc3N(CC(=O)O)C(=O)C2)c1. (3) Given the product CCOC(=O)CCc1ccccc1CC#N, predict the reactants needed to synthesize it. The reactants are: CCOC(=O)C=Cc1ccccc1CC#N. (4) Given the product CC(C)(CCC#N)CN(C[C@@H](O)[C@H](Cc1ccccc1)NC(=O)OC(C)(C)C)C(=O)OCc1ccccc1, predict the reactants needed to synthesize it. The reactants are: CC(C)(CCC#N)CNC[C@@H](O)[C@H](Cc1ccccc1)NC(=O)OC(C)(C)C.O=C(Cl)OCc1ccccc1. (5) Given the product Cc1[nH]c(C=C2C(=O)Nc3ncnc(Nc4ccc(F)c(Cl)c4)c32)c(C)c1C(=O)N1CCN(C)CC1, predict the reactants needed to synthesize it. The reactants are: Cc1[nH]c(C=O)c(C)c1C(=O)N1CCN(C)CC1.O=C1Cc2c(ncnc2Nc2ccc(F)c(Cl)c2)N1. (6) Given the product NC1CCN(CCN2CCC[C@@H](O)C2)CC1, predict the reactants needed to synthesize it. The reactants are: CC(C)(C)OC(=O)NC1CCN(CCN2CCC[C@@H](O)C2)CC1. (7) Given the product CCc1cc(N)c(N)cc1Cl, predict the reactants needed to synthesize it. The reactants are: CCc1cc([N+](=O)[O-])c(N)cc1Cl. (8) Given the product CCn1c(C2CCCC(NC(=O)c3ccc4c(c3)OCCO4)C2)nc2ccccc21, predict the reactants needed to synthesize it. The reactants are: CCI.O=C(NC1CCCC(c2nc3ccccc3[nH]2)C1)c1ccc2c(c1)OCCO2.